From a dataset of Catalyst prediction with 721,799 reactions and 888 catalyst types from USPTO. Predict which catalyst facilitates the given reaction. (1) Reactant: N(C(OCC)=O)=NC(OCC)=O.C1(C)C=CC=CC=1.O[CH2:21][C@H:22]([NH:32][S:33]([C:36]1[CH:41]=[CH:40][CH:39]=[CH:38][C:37]=1[N+:42]([O-:44])=[O:43])(=[O:35])=[O:34])[C@@H:23]1[CH2:27][C@@H:26]([CH:28]([CH3:30])[CH3:29])[C:25](=[O:31])[O:24]1.C1(P(C2C=CC=CC=2)C2C=CC=CC=2)C=CC=CC=1. Product: [CH:28]([C@@H:26]1[CH2:27][C@@H:23]([CH:22]2[CH2:21][N@@:32]2[S:33]([C:36]2[CH:41]=[CH:40][CH:39]=[CH:38][C:37]=2[N+:42]([O-:44])=[O:43])(=[O:35])=[O:34])[O:24][C:25]1=[O:31])([CH3:30])[CH3:29]. The catalyst class is: 7. (2) Reactant: [CH3:1][C:2]1[N:7]2[CH:8]=[C:9]([C:11]3([CH3:14])[CH2:13][CH2:12]3)[N:10]=[C:6]2[CH:5]=[C:4]([C:15]([O:17][CH2:18][CH2:19][CH2:20][CH3:21])=[O:16])[CH:3]=1.[I:22]N1C(=O)CCC1=O.C(=O)([O-])O.[Na+]. Product: [I:22][C:8]1[N:7]2[C:2]([CH3:1])=[CH:3][C:4]([C:15]([O:17][CH2:18][CH2:19][CH2:20][CH3:21])=[O:16])=[CH:5][C:6]2=[N:10][C:9]=1[C:11]1([CH3:14])[CH2:12][CH2:13]1. The catalyst class is: 3. (3) Reactant: [CH2:1]([CH:3]([CH2:6][CH2:7][CH2:8][CH3:9])[CH:4]=[O:5])[CH3:2].[CH2:10]([OH:17])[C:11]([NH2:16])([CH2:14]O)[CH2:12][OH:13].C1(C)C=CC=CC=1. Product: [CH2:1]([CH:3]([CH:4]1[NH:16][C:11]([CH2:12][OH:13])([CH2:10][OH:17])[CH2:14][O:5]1)[CH2:6][CH2:7][CH2:8][CH3:9])[CH3:2]. The catalyst class is: 6.